Dataset: Full USPTO retrosynthesis dataset with 1.9M reactions from patents (1976-2016). Task: Predict the reactants needed to synthesize the given product. (1) Given the product [C:22]([O:21][C:19]([NH:1][C@@H:2]1[CH2:7][CH2:6][N:5]([C:8]([O:10][CH2:11][C:12]2[CH:13]=[CH:14][CH:15]=[CH:16][CH:17]=2)=[O:9])[CH2:4][C@H:3]1[OH:18])=[O:20])([CH3:25])([CH3:24])[CH3:23], predict the reactants needed to synthesize it. The reactants are: [NH2:1][C@@H:2]1[CH2:7][CH2:6][N:5]([C:8]([O:10][CH2:11][C:12]2[CH:17]=[CH:16][CH:15]=[CH:14][CH:13]=2)=[O:9])[CH2:4][C@H:3]1[OH:18].[C:19](O[C:19]([O:21][C:22]([CH3:25])([CH3:24])[CH3:23])=[O:20])([O:21][C:22]([CH3:25])([CH3:24])[CH3:23])=[O:20].C(=O)(O)[O-].[Na+]. (2) Given the product [Cl:23][C:5]([C:4]1[CH:3]=[C:2]([CH:10]=[CH:9][CH:8]=1)[C:1]([O:12][CH2:13][C:14]1[CH:19]=[CH:18][CH:17]=[CH:16][CH:15]=1)=[O:11])=[O:6], predict the reactants needed to synthesize it. The reactants are: [C:1]([O:12][CH2:13][C:14]1[CH:19]=[CH:18][CH:17]=[CH:16][CH:15]=1)(=[O:11])[C:2]1[CH:10]=[CH:9][CH:8]=[C:4]([C:5]([O-])=[O:6])[CH:3]=1.C(Cl)(=O)C([Cl:23])=O. (3) Given the product [C:16]([Si:19]([CH3:21])([CH3:20])[O:9][C:3]1[CH:4]=[C:5]([CH3:8])[CH:6]=[CH:7][C:2]=1[NH2:1])([CH3:18])([CH3:17])[CH3:15], predict the reactants needed to synthesize it. The reactants are: [NH2:1][C:2]1[CH:7]=[CH:6][C:5]([CH3:8])=[CH:4][C:3]=1[OH:9].N1C=CN=C1.[CH3:15][C:16]([Si:19](Cl)([CH3:21])[CH3:20])([CH3:18])[CH3:17].O. (4) Given the product [F:12][C:13]1[CH:11]=[CH:2][C:3]([CH2:4][NH:5][C:6]2[NH:7][N:8]=[CH:9][CH:10]=2)=[CH:15][CH:14]=1, predict the reactants needed to synthesize it. The reactants are: C[CH:2]([CH3:11])[CH2:3][CH2:4][NH:5][C:6]1[NH:7][N:8]=[CH:9][CH:10]=1.[F:12][C:13]1C=CC(C=O)=[CH:15][CH:14]=1. (5) Given the product [F:1][C:2]1[CH:3]=[CH:4][C:5]([C:8]2[N:12]=[C:11]([C:13]3[CH:18]=[C:17]([NH:19][CH2:30][CH3:31])[CH:16]=[C:15]([C:22]#[N:23])[CH:14]=3)[O:10][N:9]=2)=[N:6][CH:7]=1, predict the reactants needed to synthesize it. The reactants are: [F:1][C:2]1[CH:3]=[CH:4][C:5]([C:8]2[N:12]=[C:11]([C:13]3[CH:18]=[C:17]([N+:19]([O-])=O)[CH:16]=[C:15]([C:22]#[N:23])[CH:14]=3)[O:10][N:9]=2)=[N:6][CH:7]=1.C(=O)([O-])[O-].[K+].[K+].[CH2:30](I)[CH3:31].